Dataset: NCI-60 drug combinations with 297,098 pairs across 59 cell lines. Task: Regression. Given two drug SMILES strings and cell line genomic features, predict the synergy score measuring deviation from expected non-interaction effect. (1) Drug 1: C1=C(C(=O)NC(=O)N1)N(CCCl)CCCl. Drug 2: CC(C)(C#N)C1=CC(=CC(=C1)CN2C=NC=N2)C(C)(C)C#N. Cell line: HCC-2998. Synergy scores: CSS=7.29, Synergy_ZIP=-1.28, Synergy_Bliss=-1.88, Synergy_Loewe=-2.00, Synergy_HSA=-2.22. (2) Drug 1: CN(CC1=CN=C2C(=N1)C(=NC(=N2)N)N)C3=CC=C(C=C3)C(=O)NC(CCC(=O)O)C(=O)O. Drug 2: C1C(C(OC1N2C=NC(=NC2=O)N)CO)O. Cell line: SF-268. Synergy scores: CSS=40.0, Synergy_ZIP=0.567, Synergy_Bliss=1.18, Synergy_Loewe=-10.6, Synergy_HSA=-0.639.